From a dataset of Full USPTO retrosynthesis dataset with 1.9M reactions from patents (1976-2016). Predict the reactants needed to synthesize the given product. Given the product [CH2:16]([N:3]([CH2:1][CH3:2])[CH2:4][CH2:5][CH2:6][O:7][C:8]1[CH:13]=[CH:12][C:11]([NH:14][CH:29]=[C:21]2[C:20]3[C:24](=[CH:25][CH:26]=[CH:27][C:19]=3[F:18])[NH:23][C:22]2=[O:28])=[CH:10][C:9]=1[F:15])[CH3:17], predict the reactants needed to synthesize it. The reactants are: [CH2:1]([N:3]([CH2:16][CH3:17])[CH2:4][CH2:5][CH2:6][O:7][C:8]1[CH:13]=[CH:12][C:11]([NH2:14])=[CH:10][C:9]=1[F:15])[CH3:2].[F:18][C:19]1[CH:27]=[CH:26][CH:25]=[C:24]2[C:20]=1[C:21](=[CH:29]O)[C:22](=[O:28])[NH:23]2.